Predict the reactants needed to synthesize the given product. From a dataset of Full USPTO retrosynthesis dataset with 1.9M reactions from patents (1976-2016). (1) Given the product [CH3:14][C:13]1[S:15][C:2]2[CH:3]([C:9]([O:11][CH3:12])=[O:10])[CH2:4][CH2:5][CH2:6][C:7]=2[N:16]=1, predict the reactants needed to synthesize it. The reactants are: Br[CH:2]1[C:7](=O)[CH2:6][CH2:5][CH2:4][CH:3]1[C:9]([O:11][CH3:12])=[O:10].[C:13]([NH2:16])(=[S:15])[CH3:14]. (2) Given the product [CH3:10][C:6]([CH3:11])([CH2:7][CH:8]=[CH2:9])[CH2:5][CH2:4][NH:1][C:2](=[O:3])[NH:12][C@@H:13]([C:18]([CH3:21])([CH3:20])[CH3:19])[C:14]([O:16][CH3:17])=[O:15], predict the reactants needed to synthesize it. The reactants are: [N:1]([CH2:4][CH2:5][C:6]([CH3:11])([CH3:10])[CH2:7][CH:8]=[CH2:9])=[C:2]=[O:3].[NH2:12][C@@H:13]([C:18]([CH3:21])([CH3:20])[CH3:19])[C:14]([O:16][CH3:17])=[O:15]. (3) Given the product [F:11][C:4]1[CH:3]=[C:2](/[CH:14]=[CH:13]/[C:12]([O:16][CH3:17])=[O:15])[CH:9]=[C:8]([F:10])[C:5]=1[CH:6]=[O:7], predict the reactants needed to synthesize it. The reactants are: Br[C:2]1[CH:9]=[C:8]([F:10])[C:5]([CH:6]=[O:7])=[C:4]([F:11])[CH:3]=1.[C:12]([O:16][CH3:17])(=[O:15])[CH:13]=[CH2:14].C1(C)C=CC=CC=1P(C1C=CC=CC=1C)C1C=CC=CC=1C.C(N(CC)CC)C.